The task is: Regression. Given a peptide amino acid sequence and an MHC pseudo amino acid sequence, predict their binding affinity value. This is MHC class I binding data.. This data is from Peptide-MHC class I binding affinity with 185,985 pairs from IEDB/IMGT. (1) The peptide sequence is HPNIEEVAL. The MHC is HLA-B40:02 with pseudo-sequence HLA-B40:02. The binding affinity (normalized) is 0. (2) The peptide sequence is NTTQQGDMY. The MHC is HLA-A80:01 with pseudo-sequence HLA-A80:01. The binding affinity (normalized) is 0.231.